Dataset: Forward reaction prediction with 1.9M reactions from USPTO patents (1976-2016). Task: Predict the product of the given reaction. Given the reactants [Cl:1][C:2]1[CH:9]=[C:8]([O:10][CH2:11][CH2:12][CH2:13][O:14][CH3:15])[CH:7]=[C:6]([F:16])[C:3]=1[CH2:4][OH:5].[C:17]([O:21][C:22]([N:24]1[CH2:29][CH2:28][N:27]([C:30](Cl)=[O:31])[C@H:26]([CH2:33][CH3:34])[CH2:25]1)=[O:23])([CH3:20])([CH3:19])[CH3:18], predict the reaction product. The product is: [Cl:1][C:2]1[CH:9]=[C:8]([O:10][CH2:11][CH2:12][CH2:13][O:14][CH3:15])[CH:7]=[C:6]([F:16])[C:3]=1[CH2:4][O:5][C:30]([N:27]1[CH2:28][CH2:29][N:24]([C:22]([O:21][C:17]([CH3:19])([CH3:18])[CH3:20])=[O:23])[CH2:25][C@H:26]1[CH2:33][CH3:34])=[O:31].